This data is from Forward reaction prediction with 1.9M reactions from USPTO patents (1976-2016). The task is: Predict the product of the given reaction. (1) Given the reactants [C:1]([O:5][C:6]([N:8]1[CH2:13][CH2:12][CH:11]([C:14]([N:16]2[CH2:21][CH2:20][NH:19][CH2:18][C@@H:17]2[CH3:22])=[O:15])[CH2:10][CH2:9]1)=[O:7])([CH3:4])([CH3:3])[CH3:2].I[CH:24]([CH3:26])[CH3:25].C(=O)([O-])[O-].[K+].[K+], predict the reaction product. The product is: [CH:24]([N:19]1[CH2:20][CH2:21][N:16]([C:14]([CH:11]2[CH2:10][CH2:9][N:8]([C:6]([O:5][C:1]([CH3:4])([CH3:2])[CH3:3])=[O:7])[CH2:13][CH2:12]2)=[O:15])[C@@H:17]([CH3:22])[CH2:18]1)([CH3:26])[CH3:25]. (2) Given the reactants O([C:3](C)(C)[CH3:4])[Na].[NH2:7][C:8]1[CH:15]=[CH:14][C:11]([CH:12]=[CH2:13])=[CH:10][CH:9]=1.Br[C:17]1[CH:22]=[CH:21][C:20]([CH3:23])=[CH:19][CH:18]=1.[C:24]1([CH3:30])[CH:29]=[CH:28][CH:27]=[CH:26][CH:25]=1.CCOC(C)=O.[CH3:37][CH2:38][CH2:39][CH2:40][CH2:41][CH3:42], predict the reaction product. The product is: [CH:12]([C:11]1[CH:14]=[CH:15][C:8]([N:7]([C:27]2[CH:28]=[CH:29][C:24]([CH3:30])=[CH:25][CH:26]=2)[C:17]2[CH:22]=[CH:21][C:20]([CH3:23])=[CH:19][CH:18]=2)=[CH:9][CH:10]=1)=[CH2:13].[CH3:30][C:24]1[CH:29]=[CH:28][C:27]([N:7]([C:8]2[CH:9]=[CH:10][C:11]([CH3:12])=[CH:14][CH:15]=2)[C:39]2[CH:38]=[CH:37][C:42]([CH:3]=[CH:4][C:17]3[CH:22]=[CH:21][C:20]([CH3:23])=[CH:19][CH:18]=3)=[CH:41][CH:40]=2)=[CH:26][CH:25]=1. (3) Given the reactants [Cl:1][C:2]1[N:7]=[C:6]2[NH:8][N:9]=[CH:10][C:5]2=[C:4]([C:11]2[CH2:12][CH2:13][O:14][CH2:15][CH:16]=2)[N:3]=1.O[CH:18]1[CH2:23][CH2:22][N:21]([C:24]([O:26][C:27]([CH3:30])([CH3:29])[CH3:28])=[O:25])[CH2:20][CH2:19]1, predict the reaction product. The product is: [Cl:1][C:2]1[N:7]=[C:6]2[N:8]([CH:18]3[CH2:23][CH2:22][N:21]([C:24]([O:26][C:27]([CH3:30])([CH3:29])[CH3:28])=[O:25])[CH2:20][CH2:19]3)[N:9]=[CH:10][C:5]2=[C:4]([C:11]2[CH2:12][CH2:13][O:14][CH2:15][CH:16]=2)[N:3]=1. (4) Given the reactants [O:1]=[C:2]1[N:6]([C:7]2[CH:12]=[CH:11][C:10]([N:13]3[CH2:18][CH2:17][O:16][CH2:15][C:14]3=[O:19])=[CH:9][CH:8]=2)[CH2:5][C@H:4]([CH2:20][N:21]2C(=O)C3C(=CC=CC=3)C2=O)[O:3]1.CN.[ClH:34], predict the reaction product. The product is: [ClH:34].[NH2:21][CH2:20][C@@H:4]1[O:3][C:2](=[O:1])[N:6]([C:7]2[CH:12]=[CH:11][C:10]([N:13]3[CH2:18][CH2:17][O:16][CH2:15][C:14]3=[O:19])=[CH:9][CH:8]=2)[CH2:5]1. (5) Given the reactants [CH:1]([C:3]1[S:7][C:6]([B:8]([OH:10])[OH:9])=[CH:5][CH:4]=1)=O.Cl.[CH3:12][NH:13][CH3:14].C(N(CC)CC)C.C(O[BH-](OC(=O)C)OC(=O)C)(=O)C.[Na+], predict the reaction product. The product is: [CH3:12][N:13]([CH2:1][C:3]1[S:7][C:6]([B:8]([OH:10])[OH:9])=[CH:5][CH:4]=1)[CH3:14]. (6) Given the reactants [CH3:1][O:2][C:3]1[CH:4]=[C:5]([CH:7]=[CH:8][CH:9]=1)[NH2:6].C(N(CC)C(C)C)(C)C.Br[CH2:20][CH2:21][O:22][CH2:23][CH2:24]Br, predict the reaction product. The product is: [CH3:1][O:2][C:3]1[CH:9]=[CH:8][CH:7]=[C:5]([N:6]2[CH2:24][CH2:23][O:22][CH2:21][CH2:20]2)[CH:4]=1. (7) Given the reactants [CH:1]1([CH:7]([C:18]2[CH:22]=[C:21]([CH2:23][CH:24]([CH3:26])[CH3:25])[S:20][C:19]=2[CH2:27][CH3:28])[O:8][C:9]2[CH:17]=[CH:16][C:12]([C:13](O)=[O:14])=[CH:11][CH:10]=2)[CH2:6][CH2:5][CH2:4][CH2:3][CH2:2]1.[CH3:29][NH:30][CH2:31][CH2:32][C:33]([O:35]CC)=[O:34], predict the reaction product. The product is: [CH:1]1([CH:7]([C:18]2[CH:22]=[C:21]([CH2:23][CH:24]([CH3:25])[CH3:26])[S:20][C:19]=2[CH2:27][CH3:28])[O:8][C:9]2[CH:17]=[CH:16][C:12]([C:13]([N:30]([CH3:29])[CH2:31][CH2:32][C:33]([OH:35])=[O:34])=[O:14])=[CH:11][CH:10]=2)[CH2:6][CH2:5][CH2:4][CH2:3][CH2:2]1. (8) The product is: [C:19]([O:22][C:23]1[CH:31]=[CH:30][CH:29]=[CH:28][C:24]=1[C:25](=[O:26])[NH:9][C:5]1[CH:6]=[CH:7][CH:8]=[C:3]([C:2]([F:10])([F:11])[F:1])[CH:4]=1)(=[O:21])[CH3:20]. Given the reactants [F:1][C:2]([F:11])([F:10])[C:3]1[CH:4]=[C:5]([NH2:9])[CH:6]=[CH:7][CH:8]=1.C(N(CC)CC)C.[C:19]([O:22][C:23]1[C:24](=[CH:28][CH:29]=[CH:30][CH:31]=1)[C:25](Cl)=[O:26])(=[O:21])[CH3:20], predict the reaction product.